This data is from Reaction yield outcomes from USPTO patents with 853,638 reactions. The task is: Predict the reaction yield, written as a fraction of the theoretical maximum amount of product (1.0 means a 100% yield; for example, 0.34 means a 34% yield). (1) The reactants are [OH:1][CH2:2][CH2:3][N:4]1[C:16]2[CH:15]=[CH:14][CH:13]=[CH:12][C:11]=2[C:10]2[C:5]1=[CH:6][CH:7]=[CH:8][CH:9]=2.[Cl-].[Cl-].[Cl-].[Al+3].O.Cl[C:23]([CH3:26])([CH3:25])[CH3:24]. No catalyst specified. The product is [C:23]([C:8]1[CH:7]=[CH:6][C:5]2[N:4]([CH2:3][CH2:2][OH:1])[C:16]3[C:11]([C:10]=2[CH:9]=1)=[CH:12][C:13]([C:10]([CH3:11])([CH3:5])[CH3:9])=[CH:14][CH:15]=3)([CH3:26])([CH3:25])[CH3:24]. The yield is 0.840. (2) The reactants are [CH:1](N(CC)C(C)C)(C)C.[CH3:10][O:11][C:12]1[CH:13]=[C:14]([OH:19])[CH:15]=[C:16]([OH:18])[CH:17]=1.[CH3:20][O:21][CH2:22]Cl.CN(C)[CH:26]=[O:27]. No catalyst specified. The product is [CH3:10][O:11][C:12]1[CH:17]=[C:16]([O:18][CH2:20][O:21][CH3:22])[CH:15]=[C:14]([O:19][CH2:1][O:27][CH3:26])[CH:13]=1. The yield is 0.430.